Task: Predict the reactants needed to synthesize the given product.. Dataset: Full USPTO retrosynthesis dataset with 1.9M reactions from patents (1976-2016) (1) Given the product [CH3:8][C:9]1[CH:10]=[CH:11][CH:12]=[C:13]2[C:17]=1[NH:16][C:15]([C:18]([NH:20][C@@H:21]1[CH2:25][CH2:24][N:23]([CH3:2])[CH2:22]1)=[O:19])=[CH:14]2, predict the reactants needed to synthesize it. The reactants are: F[C:2](F)(F)C(O)=O.[CH3:8][C:9]1[CH:10]=[CH:11][CH:12]=[C:13]2[C:17]=1[NH:16][C:15]([C:18]([NH:20][C@@H:21]1[CH2:25][CH2:24][NH:23][CH2:22]1)=[O:19])=[CH:14]2.N. (2) The reactants are: [S:1]1[CH:5]=[CH:4][CH:3]=[C:2]1[C:6]1[C:7](=[O:16])[NH:8][C:9]2[C:14]([N:15]=1)=[CH:13][CH:12]=[CH:11][CH:10]=2.[C:17]1(N)[CH:22]=[CH:21][CH:20]=CC=1N.S1C=CC=C1C(=O)C(OCC)=O.BrCC1CCC1.C(=O)([O-])[O-].[K+].[K+]. Given the product [CH:20]1([O:16][C:7]2[C:6]([C:2]3[S:1][CH:5]=[CH:4][CH:3]=3)=[N:15][C:14]3[C:9](=[CH:10][CH:11]=[CH:12][CH:13]=3)[N:8]=2)[CH2:21][CH2:22][CH2:17]1, predict the reactants needed to synthesize it. (3) The reactants are: [CH3:1][O:2][C:3]1[C:4]2[N:11]=[C:10]([N:12]=[C:13](SC)SC)[S:9][C:5]=2[N:6]=[CH:7][N:8]=1.Cl.Cl.[NH2:20][CH2:21][C@@:22]1([OH:30])[CH:27]2[CH2:28][CH2:29][N:24]([CH2:25][CH2:26]2)[CH2:23]1.C(=O)([O-])[O-].[Cs+].[Cs+].O. Given the product [CH3:1][O:2][C:3]1[C:4]2[N:11]=[C:10]([NH:12][C:13]3[O:30][C@:22]4([CH2:21][N:20]=3)[CH:27]3[CH2:28][CH2:29][N:24]([CH2:25][CH2:26]3)[CH2:23]4)[S:9][C:5]=2[N:6]=[CH:7][N:8]=1, predict the reactants needed to synthesize it. (4) Given the product [CH:18]1([N:8]2[CH:7]=[N:6][C:5]3[C:9]2=[N:10][C:2]([Cl:1])=[N:3][C:4]=3[Cl:11])[CH2:23][CH2:22][CH2:21][CH2:20][CH2:19]1, predict the reactants needed to synthesize it. The reactants are: [Cl:1][C:2]1[N:10]=[C:9]2[C:5]([NH:6][CH:7]=[N:8]2)=[C:4]([Cl:11])[N:3]=1.C(=O)([O-])[O-].[K+].[K+].[CH:18]1(I)[CH2:23][CH2:22][CH2:21][CH2:20][CH2:19]1. (5) Given the product [ClH:31].[NH2:1][C:2]1[C:10]2[C:5](=[N:6][C:7]([C:24]3[CH:29]=[CH:28][CH:27]=[CH:26][C:25]=3[OH:30])=[CH:8][C:9]=2[CH:11]2[CH2:16][CH2:15][CH2:14][NH:13][CH2:12]2)[NH:4][N:3]=1, predict the reactants needed to synthesize it. The reactants are: [NH2:1][C:2]1[C:10]2[C:5](=[N:6][C:7]([C:24]3[CH:29]=[CH:28][CH:27]=[CH:26][C:25]=3[OH:30])=[CH:8][C:9]=2[CH:11]2[CH2:16][CH2:15][CH2:14][N:13](C(OC(C)(C)C)=O)[CH2:12]2)[NH:4][N:3]=1.[ClH:31]. (6) Given the product [CH2:17]([N:4]1[C:5]2[C:10](=[CH:9][CH:8]=[CH:7][CH:6]=2)[C:11]([C:12]([O:14][CH2:15][CH3:16])=[O:13])=[C:2]([OH:1])[C:3]1=[O:18])[C:20]1[CH:25]=[CH:24][CH:23]=[CH:22][CH:21]=1, predict the reactants needed to synthesize it. The reactants are: [OH:1][C:2]1[C:3](=[O:18])[N:4]([CH3:17])[C:5]2[C:10]([C:11]=1[C:12]([O:14][CH2:15][CH3:16])=[O:13])=[CH:9][CH:8]=[CH:7][CH:6]=2.C(N1[C:25]2[C:20](=[CH:21][CH:22]=[CH:23][CH:24]=2)C(=O)C1=O)[C:20]1[CH:25]=[CH:24][CH:23]=[CH:22][CH:21]=1. (7) Given the product [Cl:1][C:2]1[C:7]2[NH:8][C:12](=[O:13])[NH:9][C:6]=2[CH:5]=[C:4]([Cl:10])[N:3]=1, predict the reactants needed to synthesize it. The reactants are: [Cl:1][C:2]1[C:7]([NH2:8])=[C:6]([NH2:9])[CH:5]=[C:4]([Cl:10])[N:3]=1.N[C:12](N)=[O:13].